This data is from Peptide-MHC class I binding affinity with 185,985 pairs from IEDB/IMGT. The task is: Regression. Given a peptide amino acid sequence and an MHC pseudo amino acid sequence, predict their binding affinity value. This is MHC class I binding data. (1) The peptide sequence is RRVIRGERL. The MHC is Mamu-B08 with pseudo-sequence Mamu-B08. The binding affinity (normalized) is 0.585. (2) The MHC is HLA-A02:03 with pseudo-sequence HLA-A02:03. The binding affinity (normalized) is 0. The peptide sequence is KTKPPLPSVKK. (3) The peptide sequence is KSLFNTIATLY. The MHC is HLA-B57:01 with pseudo-sequence HLA-B57:01. The binding affinity (normalized) is 0.562. (4) The peptide sequence is YVYPDNLPR. The MHC is HLA-A31:01 with pseudo-sequence HLA-A31:01. The binding affinity (normalized) is 0.502. (5) The peptide sequence is RISGVDRYY. The MHC is HLA-A68:02 with pseudo-sequence HLA-A68:02. The binding affinity (normalized) is 0.